Dataset: Forward reaction prediction with 1.9M reactions from USPTO patents (1976-2016). Task: Predict the product of the given reaction. (1) Given the reactants [C:1]([O:5][C:6]([NH:8][CH:9]1[CH2:14][CH2:13][N:12]([CH2:15][C@@H:16]([N:18]2[CH2:23][CH2:22][C@H:21]([O:24]C(=O)C(C)(C)C)[C@@H:20]([CH3:31])[CH2:19]2)[CH3:17])[CH2:11][CH2:10]1)=[O:7])([CH3:4])([CH3:3])[CH3:2].C[O-].[Na+], predict the reaction product. The product is: [C:1]([O:5][C:6](=[O:7])[NH:8][CH:9]1[CH2:14][CH2:13][N:12]([CH2:15][C@@H:16]([N:18]2[CH2:23][CH2:22][C@H:21]([OH:24])[C@@H:20]([CH3:31])[CH2:19]2)[CH3:17])[CH2:11][CH2:10]1)([CH3:2])([CH3:3])[CH3:4]. (2) The product is: [NH2:1][C:2]1[N:10]=[C:9]([O:11][CH2:12][CH2:13][CH2:14][CH3:15])[N:8]=[C:7]2[C:3]=1[NH:4][C:5](=[O:36])[N:6]2[CH2:16][CH2:17][CH2:18][N:19]([CH2:24][C:25]1[CH:26]=[CH:27][C:28]([CH2:31][C:32]([O:34][CH3:35])=[O:33])=[CH:29][CH:30]=1)[CH2:20][CH2:21][CH2:22][O:23][S:45]([CH3:44])(=[O:47])=[O:46]. Given the reactants [NH2:1][C:2]1[N:10]=[C:9]([O:11][CH2:12][CH2:13][CH2:14][CH3:15])[N:8]=[C:7]2[C:3]=1[NH:4][C:5](=[O:36])[N:6]2[CH2:16][CH2:17][CH2:18][N:19]([CH2:24][C:25]1[CH:30]=[CH:29][C:28]([CH2:31][C:32]([O:34][CH3:35])=[O:33])=[CH:27][CH:26]=1)[CH2:20][CH2:21][CH2:22][OH:23].C(N(CC)CC)C.[CH3:44][S:45](Cl)(=[O:47])=[O:46], predict the reaction product. (3) Given the reactants [C:1]([O:9][C:10]1[C:19]2[C:14](=[CH:15][CH:16]=[CH:17][CH:18]=2)[C:13]([O:20][C:21](=[O:28])[C:22]2[CH:27]=[CH:26][CH:25]=[CH:24][CH:23]=2)=[C:12]([CH3:29])[C:11]=1[CH2:30]/[CH:31]=[C:32](\[CH3:64])/[CH2:33][CH2:34]/[CH:35]=[C:36](\[CH3:63])/[CH2:37][CH2:38]/[CH:39]=[C:40](\[CH3:62])/[CH2:41][CH2:42]/[CH:43]=[C:44](\[CH3:61])/[CH2:45][CH2:46]/[CH:47]=[C:48](\[CH3:60])/[CH2:49][CH2:50]/[CH:51]=[C:52](\[CH3:59])/[CH2:53][CH2:54][CH:55]=[C:56]([CH3:58])[CH3:57])(=[O:8])[C:2]1[CH:7]=[CH:6][CH:5]=[CH:4][CH:3]=1.O, predict the reaction product. The product is: [C:1]([O:9][C:10]1[C:19]2[C:14](=[CH:15][CH:16]=[CH:17][CH:18]=2)[C:13]([OH:20])=[C:12]([CH3:29])[C:11]=1[CH2:30]/[CH:31]=[C:32](\[CH3:64])/[CH2:33][CH2:34]/[CH:35]=[C:36](\[CH3:63])/[CH2:37][CH2:38]/[CH:39]=[C:40](\[CH3:62])/[CH2:41][CH2:42]/[CH:43]=[C:44](\[CH3:61])/[CH2:45][CH2:46]/[CH:47]=[C:48](\[CH3:60])/[CH2:49][CH2:50]/[CH:51]=[C:52](\[CH3:59])/[CH2:53][CH2:54][CH:55]=[C:56]([CH3:58])[CH3:57])(=[O:8])[C:2]1[CH:3]=[CH:4][CH:5]=[CH:6][CH:7]=1.[C:21]([O:20][C:13]1[C:14]2[C:19](=[CH:18][CH:17]=[CH:16][CH:15]=2)[C:10]([OH:9])=[C:11]([CH2:30]/[CH:31]=[C:32](\[CH3:64])/[CH2:33][CH2:34]/[CH:35]=[C:36](\[CH3:63])/[CH2:37][CH2:38]/[CH:39]=[C:40](\[CH3:62])/[CH2:41][CH2:42]/[CH:43]=[C:44](\[CH3:61])/[CH2:45][CH2:46]/[CH:47]=[C:48](\[CH3:60])/[CH2:49][CH2:50]/[CH:51]=[C:52](\[CH3:59])/[CH2:53][CH2:54][CH:55]=[C:56]([CH3:57])[CH3:58])[C:12]=1[CH3:29])(=[O:28])[C:22]1[CH:23]=[CH:24][CH:25]=[CH:26][CH:27]=1. (4) Given the reactants [P:1]([O:13][CH2:14][N:15]1[CH:19]=[N:18][C:17]([C:20]2[CH:25]=[CH:24][C:23]([C:26]3[CH:27]=[N:28][N:29]4[CH:34]=[CH:33][C:32]([N:35]5[C@@H:39]([C:40]6[CH:45]=[CH:44][CH:43]=[CH:42][N:41]=6)[CH2:38][O:37][C:36]5=[O:46])=[N:31][C:30]=34)=[CH:22][C:21]=2[F:47])=[N:16]1)([O:8]C(C)(C)C)([O:3]C(C)(C)C)=[O:2].C(O)(C(F)(F)F)=O, predict the reaction product. The product is: [P:1]([OH:3])([OH:8])([O:13][CH2:14][N:15]1[CH:19]=[N:18][C:17]([C:20]2[CH:25]=[CH:24][C:23]([C:26]3[CH:27]=[N:28][N:29]4[CH:34]=[CH:33][C:32]([N:35]5[C@@H:39]([C:40]6[CH:45]=[CH:44][CH:43]=[CH:42][N:41]=6)[CH2:38][O:37][C:36]5=[O:46])=[N:31][C:30]=34)=[CH:22][C:21]=2[F:47])=[N:16]1)=[O:2]. (5) Given the reactants [Br:1][C:2]1[N:3]=[C:4]([CH:7]=[O:8])[NH:5][CH:6]=1.C([O-])([O-])=O.[Cs+].[Cs+].FC(F)(F)S(O[CH2:21][CH:22]([F:24])[F:23])(=O)=O, predict the reaction product. The product is: [Br:1][C:2]1[N:3]=[C:4]([CH:7]=[O:8])[N:5]([CH2:21][CH:22]([F:24])[F:23])[CH:6]=1.